This data is from Forward reaction prediction with 1.9M reactions from USPTO patents (1976-2016). The task is: Predict the product of the given reaction. Given the reactants N#N.[NH:3]1[CH2:8][CH2:7][CH:6]([NH:9][C:10](=[O:16])[O:11][C:12]([CH3:15])([CH3:14])[CH3:13])[CH2:5][CH2:4]1.[F:17][CH:18]([F:21])[CH2:19]I.C(=O)([O-])[O-].[K+].[K+], predict the reaction product. The product is: [F:17][CH:18]([F:21])[CH2:19][N:3]1[CH2:4][CH2:5][CH:6]([NH:9][C:10](=[O:16])[O:11][C:12]([CH3:13])([CH3:15])[CH3:14])[CH2:7][CH2:8]1.